Task: Predict the product of the given reaction.. Dataset: Forward reaction prediction with 1.9M reactions from USPTO patents (1976-2016) (1) Given the reactants [CH2:1]([O:3][C:4]([C:6]1[C:7]([O:25]CC)=[N:8][N:9]([C:11]2[CH:16]=[C:15]([S:17][CH2:18][C:19]([F:22])([F:21])[F:20])[C:14]([CH3:23])=[CH:13][C:12]=2[F:24])[CH:10]=1)=[O:5])[CH3:2].B(Br)(Br)Br.C(O)(=O)CC(CC(O)=O)(C(O)=O)O, predict the reaction product. The product is: [CH2:1]([O:3][C:4]([C:6]1[C:7]([OH:25])=[N:8][N:9]([C:11]2[CH:16]=[C:15]([S:17][CH2:18][C:19]([F:22])([F:21])[F:20])[C:14]([CH3:23])=[CH:13][C:12]=2[F:24])[CH:10]=1)=[O:5])[CH3:2]. (2) Given the reactants C(OC([N:8]1[CH2:17][CH2:16][C:15]2[C:11](=[C:12](OS(C(F)(F)F)(=O)=O)[N:13]([CH2:18][CH3:19])[N:14]=2)[CH2:10][CH2:9]1)=O)(C)(C)C.[F:28][C:29]1[CH:34]=[CH:33][C:32](B(O)O)=[CH:31][CH:30]=1, predict the reaction product. The product is: [CH2:18]([N:13]1[C:12]([C:32]2[CH:33]=[CH:34][C:29]([F:28])=[CH:30][CH:31]=2)=[C:11]2[C:15]([CH2:16][CH2:17][NH:8][CH2:9][CH2:10]2)=[N:14]1)[CH3:19]. (3) Given the reactants [Cl:1][C:2]1[CH:7]=[CH:6][N:5]=[C:4]([O:8][CH2:9][C@@H:10]2[CH2:16][C@H:15]3[C@H:13]([CH2:14]3)[CH2:12][N:11]2C(OC(C)(C)C)=O)[CH:3]=1.C(O)(C(F)(F)F)=O, predict the reaction product. The product is: [Cl:1][C:2]1[CH:7]=[CH:6][N:5]=[C:4]([O:8][CH2:9][C@@H:10]2[CH2:16][C@H:15]3[C@H:13]([CH2:14]3)[CH2:12][NH:11]2)[CH:3]=1. (4) Given the reactants [C:1]([O:5][C:6]([NH:8][C@@H:9]1[CH2:13][CH2:12][C@:11]([CH2:17][CH2:18][O:19][CH3:20])([C:14]([OH:16])=O)[CH2:10]1)=[O:7])([CH3:4])([CH3:3])[CH3:2].Cl.Cl.[F:23][C:24]([F:38])([F:37])[C:25]1[CH:30]=[CH:29][N:28]=[C:27]([N:31]2[CH2:36][CH2:35][NH:34][CH2:33][CH2:32]2)[CH:26]=1.C(N(CC)CC)C.F[P-](F)(F)(F)(F)F.N1(OC(N(C)C)=[N+](C)C)C2C=CC=CC=2N=N1, predict the reaction product. The product is: [CH3:20][O:19][CH2:18][CH2:17][C@:11]1([C:14]([N:34]2[CH2:35][CH2:36][N:31]([C:27]3[CH:26]=[C:25]([C:24]([F:38])([F:23])[F:37])[CH:30]=[CH:29][N:28]=3)[CH2:32][CH2:33]2)=[O:16])[CH2:12][CH2:13][C@@H:9]([NH:8][C:6](=[O:7])[O:5][C:1]([CH3:2])([CH3:3])[CH3:4])[CH2:10]1. (5) Given the reactants P(O)(O)(O)=O.[S:6]1[C:14]2[CH:13]=[CH:12][N:11]=[CH:10][C:9]=2[CH:8]=[C:7]1B(O)O.[CH3:18][C:19]1[CH:23]=[N:22][N:21]([C:24]2[CH:29]=[CH:28][CH:27]=[C:26]([CH3:30])[N:25]=2)[C:20]=1OS(C(F)(F)F)(=O)=O.[O-]P([O-])([O-])=O.[K+].[K+].[K+].O1CCOCC1, predict the reaction product. The product is: [CH3:18][C:19]1[CH:23]=[N:22][N:21]([C:24]2[CH:29]=[CH:28][CH:27]=[C:26]([CH3:30])[N:25]=2)[C:20]=1[C:7]1[S:6][C:14]2[CH:13]=[CH:12][N:11]=[CH:10][C:9]=2[CH:8]=1. (6) Given the reactants CCCCCCCCCCCCCCCCCCN[C:20]([CH2:22][CH2:23][C:24]1[CH:29]=[C:28](C(C)(C)C)[C:27](O)=[C:26](C(C)(C)C)[CH:25]=1)=O.[O-:39][Mn](=O)(=O)=O.[K+].[C:45]([O-])([O-:47])=[O:46].[Na+].[Na+], predict the reaction product. The product is: [CH3:20][CH:22]1[O:47][C:45](=[O:46])[C:29]2[C:28]([OH:39])=[CH:27][CH:26]=[CH:25][C:24]=2[CH2:23]1. (7) Given the reactants [Cl:1][C:2]1[C:11]2[C:6](=[CH:7][C:8]([C:12]#[N:13])=[CH:9][CH:10]=2)[C:5](Cl)=[N:4][N:3]=1.[C:15]([C:17]1[CH:18]=[C:19]([CH:22]=[CH:23][C:24]=1[O:25][CH3:26])[CH2:20][NH2:21])#[N:16].C1CCN2C(=NCCC2)CC1, predict the reaction product. The product is: [Cl:1][C:2]1[C:11]2[C:6](=[CH:7][C:8]([C:12]#[N:13])=[CH:9][CH:10]=2)[C:5]([NH:21][CH2:20][C:19]2[CH:22]=[CH:23][C:24]([O:25][CH3:26])=[C:17]([C:15]#[N:16])[CH:18]=2)=[N:4][N:3]=1. (8) Given the reactants [H-].[Na+].[NH:3]1[C:11]2[CH2:10][CH2:9][CH2:8][C:7](=[O:12])[C:6]=2[CH:5]=[CH:4]1.[H][H].Cl[CH2:16][CH2:17][N:18]1[CH2:23][CH2:22][N:21]([C:24]2[CH:29]=[CH:28][CH:27]=[C:26]([C:30]([F:33])([F:32])[F:31])[CH:25]=2)[CH2:20][CH2:19]1, predict the reaction product. The product is: [F:33][C:30]([F:31])([F:32])[C:26]1[CH:25]=[C:24]([N:21]2[CH2:20][CH2:19][N:18]([CH2:17][CH2:16][N:3]3[C:11]4[CH2:10][CH2:9][CH2:8][C:7](=[O:12])[C:6]=4[CH:5]=[CH:4]3)[CH2:23][CH2:22]2)[CH:29]=[CH:28][CH:27]=1. (9) Given the reactants [CH3:1][Si:2]([CH3:33])([CH3:32])[CH2:3][CH2:4][O:5][CH2:6][N:7]1[C:15]2[CH2:14][CH2:13][CH:12]([C:16]3[CH:17]=NN(COCC[Si](C)(C)C)C=3)C[C:10]=2[C:9]([C:29]([OH:31])=[O:30])=[N:8]1.C1(=O)CCCCCC1, predict the reaction product. The product is: [CH3:33][Si:2]([CH3:1])([CH3:32])[CH2:3][CH2:4][O:5][CH2:6][N:7]1[C:15]2[CH2:14][CH2:13][CH2:12][CH2:16][CH2:17][C:10]=2[C:9]([C:29]([OH:31])=[O:30])=[N:8]1.